From a dataset of Full USPTO retrosynthesis dataset with 1.9M reactions from patents (1976-2016). Predict the reactants needed to synthesize the given product. (1) Given the product [CH3:9][O:10][C:11]([C:13]1[S:27][C:16]2[C:17]3[CH:18]=[CH:19][C:20]([C:24](=[O:26])[NH:8][CH2:7][CH:1]4[CH2:6][CH2:5][CH2:4][CH2:3][CH2:2]4)=[CH:21][C:22]=3[S:23][C:15]=2[C:14]=1[O:28][CH2:29][C:30]([O:32][CH2:33][CH3:34])=[O:31])=[O:12], predict the reactants needed to synthesize it. The reactants are: [CH:1]1([CH2:7][NH2:8])[CH2:6][CH2:5][CH2:4][CH2:3][CH2:2]1.[CH3:9][O:10][C:11]([C:13]1[S:27][C:16]2[C:17]3[CH:18]=[CH:19][C:20]([C:24]([OH:26])=O)=[CH:21][C:22]=3[S:23][C:15]=2[C:14]=1[O:28][CH2:29][C:30]([O:32][CH2:33][CH3:34])=[O:31])=[O:12].CN(C(ON1N=NC2C=CC=NC1=2)=[N+](C)C)C.F[P-](F)(F)(F)(F)F.CCN(CC)CC. (2) Given the product [C:14]([NH:13][C:11]1[S:12][C:8]2[C:7]3[N:31]([C:30]4[CH:29]=[CH:28][C:23]([C:24]([O:26][CH3:27])=[O:25])=[CH:22][C:21]=4[Cl:20])[N:32]=[C:4]([CH:1]4[CH2:3][CH2:2]4)[C:6]=3[CH2:18][CH2:17][C:9]=2[N:10]=1)(=[O:16])[CH3:15], predict the reactants needed to synthesize it. The reactants are: [CH:1]1([C:4]([CH:6]2[CH2:18][CH2:17][C:9]3[N:10]=[C:11]([NH:13][C:14](=[O:16])[CH3:15])[S:12][C:8]=3[C:7]2=O)=O)[CH2:3][CH2:2]1.[Cl:20][C:21]1[CH:22]=[C:23]([CH:28]=[CH:29][C:30]=1[NH:31][NH2:32])[C:24]([O:26][CH3:27])=[O:25]. (3) The reactants are: C(=[N:14][C:15]1[CH:20]=[CH:19][C:18]([C:21]2([OH:28])[CH2:26][CH2:25][N:24]([CH3:27])[CH2:23][CH2:22]2)=[CH:17][CH:16]=1)(C1C=CC=CC=1)C1C=CC=CC=1.C([O-])(=O)C.[Na+].Cl.NO. Given the product [NH2:14][C:15]1[CH:20]=[CH:19][C:18]([C:21]2([OH:28])[CH2:22][CH2:23][N:24]([CH3:27])[CH2:25][CH2:26]2)=[CH:17][CH:16]=1, predict the reactants needed to synthesize it. (4) Given the product [Cl:1][C:2]1[CH:3]=[C:4]([NH2:18])[C:5]([NH2:6])=[CH:7][C:8]=1[O:9][C:10]1[CH:15]=[CH:14][C:13]([Cl:16])=[CH:12][C:11]=1[Cl:17], predict the reactants needed to synthesize it. The reactants are: [Cl:1][C:2]1[C:8]([O:9][C:10]2[CH:15]=[CH:14][C:13]([Cl:16])=[CH:12][C:11]=2[Cl:17])=[CH:7][C:5]([NH2:6])=[C:4]([N+:18]([O-])=O)[CH:3]=1.Cl. (5) The reactants are: C([O:4][C:5](=[O:7])[CH3:6])(=O)C.[F:8][C:9]1[CH:10]=[C:11]([C:16](=[O:43])[C:17](=[C:34]2[NH:38][C:37]3[CH:39]=[CH:40][CH:41]=[CH:42][C:36]=3[NH:35]2)[C:18]([C:20]2[CH:21]=[C:22]([S:26]([NH:29]C(=N)CO)(=[O:28])=[O:27])[CH:23]=[CH:24][CH:25]=2)=[O:19])[CH:12]=[C:13]([F:15])[CH:14]=1.[Cl-].[NH4+].[N:46]1C=CC=[CH:48][CH:47]=1. Given the product [F:15][C:13]1[CH:12]=[C:11]([C:16](=[O:43])[C:17](=[C:34]2[NH:35][C:36]3[CH:42]=[CH:41][CH:40]=[CH:39][C:37]=3[NH:38]2)[C:18]([C:20]2[CH:21]=[C:22]([S:26]([NH:29][CH:6]([CH2:48][CH:47]=[NH:46])[C:5]([OH:4])=[O:7])(=[O:27])=[O:28])[CH:23]=[CH:24][CH:25]=2)=[O:19])[CH:10]=[C:9]([F:8])[CH:14]=1, predict the reactants needed to synthesize it. (6) Given the product [C:1]([O:5][C:6]([N:8]1[CH2:13][CH2:12][N:11]([CH:16]2[CH2:17][CH2:18][O:14][CH2:15]2)[CH2:10][CH2:9]1)=[O:7])([CH3:4])([CH3:2])[CH3:3], predict the reactants needed to synthesize it. The reactants are: [C:1]([O:5][C:6]([N:8]1[CH2:13][CH2:12][NH:11][CH2:10][CH2:9]1)=[O:7])([CH3:4])([CH3:3])[CH3:2].[O:14]1[CH2:18][CH2:17][CH:16](OS(C)(=O)=O)[CH2:15]1.C([O-])([O-])=O.[K+].[K+]. (7) Given the product [F:10][C:11]1[CH:16]=[CH:15][C:14]([O:17][C:2]2[CH:9]=[CH:8][C:5]([CH:6]=[O:7])=[CH:4][CH:3]=2)=[CH:13][C:12]=1[C:18]([F:19])([F:20])[F:21], predict the reactants needed to synthesize it. The reactants are: F[C:2]1[CH:9]=[CH:8][C:5]([CH:6]=[O:7])=[CH:4][CH:3]=1.[F:10][C:11]1[CH:16]=[CH:15][C:14]([OH:17])=[CH:13][C:12]=1[C:18]([F:21])([F:20])[F:19]. (8) Given the product [CH2:15]([O:17][C:18](=[O:22])[C:19]([NH:1][C:2]1[CH:7]=[CH:6][C:5]([Cl:8])=[CH:4][C:3]=1[C:9](=[O:14])[C:10]([F:13])([F:11])[F:12])=[O:20])[CH3:16], predict the reactants needed to synthesize it. The reactants are: [NH2:1][C:2]1[CH:7]=[CH:6][C:5]([Cl:8])=[CH:4][C:3]=1[C:9](=[O:14])[C:10]([F:13])([F:12])[F:11].[CH2:15]([O:17][C:18](=[O:22])[C:19](Cl)=[O:20])[CH3:16]. (9) Given the product [Cl:25][C:23]1[CH:22]=[CH:21][C:19]2[NH:20][C:16]([CH:14]([NH:13][C:11](=[O:12])[C:9]3[CH:8]=[CH:7][C:3]([C:4]([N:34]4[CH2:38][CH2:39][CH2:40][C@@H:35]4[C:36]([NH2:41])=[O:59])=[O:6])=[C:2]([Cl:1])[CH:10]=3)[CH3:15])=[N:17][C:18]=2[CH:24]=1, predict the reactants needed to synthesize it. The reactants are: [Cl:1][C:2]1[CH:10]=[C:9]([C:11]([NH:13][CH:14]([C:16]2[NH:20][C:19]3[CH:21]=[CH:22][C:23]([Cl:25])=[CH:24][C:18]=3[N:17]=2)[CH3:15])=[O:12])[CH:8]=[CH:7][C:3]=1[C:4]([OH:6])=O.CN(C(O[N:34]1N=[N:41][C:36]2C=[CH:38][CH:39]=[CH:40][C:35]1=2)=[N+](C)C)C.[B-](F)(F)(F)F.C(N(C(C)C)CC)(C)C.ClCl.[O:59]1CCCC1. (10) Given the product [F:1][C:2]1[CH:3]=[CH:4][C:5]([C:14]#[C:15][Br:27])=[C:6]([CH2:8][CH2:9][NH:10][C:11](=[O:13])[CH3:12])[CH:7]=1, predict the reactants needed to synthesize it. The reactants are: [F:1][C:2]1[CH:3]=[CH:4][C:5]([C:14]#[C:15][Si](C)(C)C)=[C:6]([CH2:8][CH2:9][NH:10][C:11](=[O:13])[CH3:12])[CH:7]=1.C1C(=O)N([Br:27])C(=O)C1.